Predict the reaction yield, written as a fraction of the theoretical maximum amount of product (1.0 means a 100% yield; for example, 0.34 means a 34% yield). From a dataset of Reaction yield outcomes from USPTO patents with 853,638 reactions. The reactants are C(OC([N:8]1[CH2:13][CH2:12][CH:11]([N:14]([CH3:43])[C:15]2([CH:18]3[CH2:22][CH2:21][N:20]([C:23]4[C:32]([O:33][CH3:34])=[C:31]5[C:26]([C:27](=[O:41])[C:28]([C:38]([OH:40])=[O:39])=[CH:29][N:30]5[CH:35]5[CH2:37][CH2:36]5)=[CH:25][C:24]=4[F:42])[CH2:19]3)[CH2:17][CH2:16]2)[CH2:10][CH2:9]1)=O)(C)(C)C.FC(F)(F)C(O)=O. The catalyst is ClC(Cl)C. The product is [CH:35]1([N:30]2[C:31]3[C:26](=[CH:25][C:24]([F:42])=[C:23]([N:20]4[CH2:21][CH2:22][CH:18]([C:15]5([N:14]([CH3:43])[CH:11]6[CH2:10][CH2:9][NH:8][CH2:13][CH2:12]6)[CH2:17][CH2:16]5)[CH2:19]4)[C:32]=3[O:33][CH3:34])[C:27](=[O:41])[C:28]([C:38]([OH:40])=[O:39])=[CH:29]2)[CH2:37][CH2:36]1. The yield is 1.00.